Dataset: Full USPTO retrosynthesis dataset with 1.9M reactions from patents (1976-2016). Task: Predict the reactants needed to synthesize the given product. (1) The reactants are: C([Mg]Br)(C)C.[CH2:6]([C:8]1[CH:19]=[CH:18][C:11]([CH2:12][C:13]2[NH:14][CH:15]=[CH:16][CH:17]=2)=[CH:10][CH:9]=1)[CH3:7].[CH2:20]([O:27][C@@H:28]1[C@@H:33]([O:34][CH2:35][C:36]2[CH:41]=[CH:40][CH:39]=[CH:38][CH:37]=2)[C@H:32]([O:42][CH2:43][C:44]2[CH:49]=[CH:48][CH:47]=[CH:46][CH:45]=2)[C@@H:31]([CH2:50][O:51][CH2:52][C:53]2[CH:58]=[CH:57][CH:56]=[CH:55][CH:54]=2)[O:30][CH:29]1F)[C:21]1[CH:26]=[CH:25][CH:24]=[CH:23][CH:22]=1.[Cl-].[NH4+]. Given the product [CH2:20]([O:27][C@@H:28]1[C@@H:33]([O:34][CH2:35][C:36]2[CH:41]=[CH:40][CH:39]=[CH:38][CH:37]=2)[C@H:32]([O:42][CH2:43][C:44]2[CH:45]=[CH:46][CH:47]=[CH:48][CH:49]=2)[C@@H:31]([CH2:50][O:51][CH2:52][C:53]2[CH:54]=[CH:55][CH:56]=[CH:57][CH:58]=2)[O:30][C@H:29]1[C:15]1[NH:14][C:13]([CH2:12][C:11]2[CH:18]=[CH:19][C:8]([CH2:6][CH3:7])=[CH:9][CH:10]=2)=[CH:17][CH:16]=1)[C:21]1[CH:22]=[CH:23][CH:24]=[CH:25][CH:26]=1, predict the reactants needed to synthesize it. (2) Given the product [C:1]([O:5][C:6]([NH:8][CH2:9][CH2:10][N:11]1[C:19]([C:20]([OH:22])=[O:21])=[C:18]2[C:13]([C:14]3[CH:27]=[C:26]([C:28]4[CH:33]=[CH:32][CH:31]=[C:30]([N+:34]([O-:36])=[O:35])[CH:29]=4)[C:25]([O:37][CH3:38])=[CH:24][C:15]=3[CH2:16][CH2:17]2)=[N:12]1)=[O:7])([CH3:4])([CH3:3])[CH3:2], predict the reactants needed to synthesize it. The reactants are: [C:1]([O:5][C:6]([NH:8][CH2:9][CH2:10][N:11]1[C:19]([C:20]([O:22]C)=[O:21])=[C:18]2[C:13]([C:14]3[CH:27]=[C:26]([C:28]4[CH:33]=[CH:32][CH:31]=[C:30]([N+:34]([O-:36])=[O:35])[CH:29]=4)[C:25]([O:37][CH3:38])=[CH:24][C:15]=3[CH2:16][CH2:17]2)=[N:12]1)=[O:7])([CH3:4])([CH3:3])[CH3:2].O.[OH-].[Li+]. (3) Given the product [CH3:16][C:14]1[CH:13]=[N:12][C:6]2[NH:7][C:8]3[C:4]([C:5]=2[CH:15]=1)=[CH:3][C:2]([C:17]#[N:18])=[CH:10][C:9]=3[CH3:11], predict the reactants needed to synthesize it. The reactants are: Br[C:2]1[CH:3]=[C:4]2[C:8](=[C:9]([CH3:11])[CH:10]=1)[NH:7][C:6]1[N:12]=[CH:13][C:14]([CH3:16])=[CH:15][C:5]2=1.[CH3:17][N:18]1CCCC1=O.N.C(OCC)(=O)C. (4) Given the product [CH:6]1([C:12]2[O:13][C:14]3[CH:20]=[C:19]([C:21]([N:23]4[CH2:26][CH:25]([N:46]5[CH2:47][CH2:48][N:43]([C:38]6[CH:39]=[CH:40][CH:41]=[CH:42][N:37]=6)[CH2:44][CH2:45]5)[CH2:24]4)=[O:22])[CH:18]=[CH:17][C:15]=3[N:16]=2)[CH2:11][CH2:10][CH2:9][CH2:8][CH2:7]1, predict the reactants needed to synthesize it. The reactants are: CS(Cl)(=O)=O.[CH:6]1([C:12]2[O:13][C:14]3[CH:20]=[C:19]([C:21]([N:23]4[CH2:26][CH:25](O)[CH2:24]4)=[O:22])[CH:18]=[CH:17][C:15]=3[N:16]=2)[CH2:11][CH2:10][CH2:9][CH2:8][CH2:7]1.CCN(C(C)C)C(C)C.[N:37]1[CH:42]=[CH:41][CH:40]=[CH:39][C:38]=1[N:43]1[CH2:48][CH2:47][NH:46][CH2:45][CH2:44]1. (5) Given the product [C:1]([O:5][C:6](=[O:17])[NH:7][C:8]1[CH:13]=[C:12]([O:14][CH3:15])[CH:11]=[CH:10][C:9]=1[NH:16][C:23](=[O:22])[CH2:24][C:25](=[O:38])[C:26]1[CH:31]=[CH:30][CH:29]=[C:28]([C:32]2[CH:33]=[N:34][CH:35]=[CH:36][CH:37]=2)[CH:27]=1)([CH3:4])([CH3:2])[CH3:3], predict the reactants needed to synthesize it. The reactants are: [C:1]([O:5][C:6](=[O:17])[NH:7][C:8]1[CH:13]=[C:12]([O:14][CH3:15])[CH:11]=[CH:10][C:9]=1[NH2:16])([CH3:4])([CH3:3])[CH3:2].C([O:22][C:23](=O)[CH2:24][C:25](=[O:38])[C:26]1[CH:31]=[CH:30][CH:29]=[C:28]([C:32]2[CH:33]=[N:34][CH:35]=[CH:36][CH:37]=2)[CH:27]=1)(C)(C)C. (6) Given the product [CH3:39][O:38][C:33]1[CH:34]=[N:35][C:36]2[C:31]([CH:32]=1)=[CH:30][CH:29]=[C:28]([C:2]1[CH:3]=[CH:4][C:5]([S:8]([N:11]3[CH2:26][CH2:25][C:14]4([O:19][CH2:18][C:17](=[O:20])[N:16]([C:21]5([CH3:24])[CH2:23][CH2:22]5)[CH2:15]4)[CH2:13][CH2:12]3)(=[O:10])=[O:9])=[CH:6][CH:7]=1)[CH:37]=2, predict the reactants needed to synthesize it. The reactants are: Br[C:2]1[CH:7]=[CH:6][C:5]([S:8]([N:11]2[CH2:26][CH2:25][C:14]3([O:19][CH2:18][C:17](=[O:20])[N:16]([C:21]4([CH3:24])[CH2:23][CH2:22]4)[CH2:15]3)[CH2:13][CH2:12]2)(=[O:10])=[O:9])=[CH:4][CH:3]=1.Br[C:28]1[CH:37]=[C:36]2[C:31]([CH:32]=[C:33]([O:38][CH3:39])[CH:34]=[N:35]2)=[CH:30][CH:29]=1. (7) Given the product [OH:2][C@H:3]1[CH2:13][N:6]2[C:7](=[O:12])[CH2:8][CH2:9][N:10]([C:15]3[CH:20]=[CH:19][C:18]([C:21]([F:24])([F:23])[F:22])=[CH:17][N:16]=3)[CH2:11][C@@H:5]2[CH2:4]1, predict the reactants needed to synthesize it. The reactants are: Cl.[OH:2][C@H:3]1[CH2:13][N:6]2[C:7](=[O:12])[CH2:8][CH2:9][NH:10][CH2:11][C@@H:5]2[CH2:4]1.Br[C:15]1[CH:20]=[CH:19][C:18]([C:21]([F:24])([F:23])[F:22])=[CH:17][N:16]=1.C(=O)([O-])[O-].[Na+].[Na+]. (8) Given the product [CH:4]1[C:5]2[C:10](=[CH:9][CH:8]=[CH:7][CH:6]=2)[CH:11]=[C:2]([C:24]2[CH:23]=[CH:22][C:21]([N:13]([CH3:12])[C:14](=[O:20])[O:15][C:16]([CH3:17])([CH3:18])[CH3:19])=[CH:26][CH:25]=2)[N:3]=1, predict the reactants needed to synthesize it. The reactants are: Cl[C:2]1[N:3]=[CH:4][C:5]2[C:10]([CH:11]=1)=[CH:9][CH:8]=[CH:7][CH:6]=2.[CH3:12][N:13]([C:21]1[CH:26]=[CH:25][C:24](B2OC(C)(C)C(C)(C)O2)=[CH:23][CH:22]=1)[C:14](=[O:20])[O:15][C:16]([CH3:19])([CH3:18])[CH3:17]. (9) Given the product [Cl:1][C:2]1[CH:3]=[C:4]([C:8]2[C:13]3[C:12](=[CH:17][CH:16]=[C:15]([C:18]([C:35]4[CH:36]=[N:37][C:38]([Cl:41])=[CH:39][CH:40]=4)([OH:48])[C:19]4[N:20]([CH3:24])[CH:21]=[N:22][CH:23]=4)[CH:14]=3)[N:11]([CH2:42][CH:43]3[CH2:45][CH2:44]3)[C:10](=[O:46])[CH:9]=2)[CH:5]=[CH:6][CH:7]=1, predict the reactants needed to synthesize it. The reactants are: [Cl:1][C:2]1[CH:3]=[C:4]([C:8]2[C:17]3[C:12](=[CH:13][CH:14]=[C:15]([C:18]([C:35]4[CH:36]=[N:37][C:38]([Cl:41])=[CH:39][CH:40]=4)(N=CC4C=CC(OC)=CC=4)[C:19]4[N:20]([CH3:24])[CH:21]=[N:22][CH:23]=4)[CH:16]=3)[N:11]([CH2:42][CH:43]3[CH2:45][CH2:44]3)[C:10](=[O:46])[CH:9]=2)[CH:5]=[CH:6][CH:7]=1.S(=O)(=O)(O)[OH:48].N([O-])=O.[Na+].C(OCC)(=O)C. (10) Given the product [OH:1][CH:2]1[CH2:7][CH2:6][CH2:5][N:4]([C:23]([O:22][CH2:15][C:16]2[CH:21]=[CH:20][CH:19]=[CH:18][CH:17]=2)=[O:24])[CH2:3]1, predict the reactants needed to synthesize it. The reactants are: [OH:1][CH:2]1[CH2:7][CH2:6][CH2:5][NH:4][CH2:3]1.C(N(CC)CC)C.[CH2:15]([O:22][C:23](Cl)=[O:24])[C:16]1[CH:21]=[CH:20][CH:19]=[CH:18][CH:17]=1.C(O)(=O)CC(CC(O)=O)(C(O)=O)O.